Predict the product of the given reaction. From a dataset of Forward reaction prediction with 1.9M reactions from USPTO patents (1976-2016). (1) Given the reactants Br[CH2:2][CH2:3][CH2:4]Br.[C:6]([C:8]1[CH:13]=[CH:12][C:11]([NH:14][C:15]([NH:17][C:18]2[CH:27]=[CH:26][C:21]([C:22]([NH:24][CH3:25])=[O:23])=[C:20]([F:28])[CH:19]=2)=[O:16])=[CH:10][C:9]=1[C:29]([F:32])([F:31])[F:30])#[N:7].C([O-])([O-])=O.[K+].[K+], predict the reaction product. The product is: [F:30][C:29]([F:31])([F:32])[C:9]1[CH:10]=[C:11]([N:14]2[CH2:4][CH2:3][CH2:2][N:17]([C:18]3[CH:27]=[CH:26][C:21]([C:22]([NH:24][CH3:25])=[O:23])=[C:20]([F:28])[CH:19]=3)[C:15]2=[O:16])[CH:12]=[CH:13][C:8]=1[C:6]#[N:7]. (2) Given the reactants [ClH:1].Cl.[CH3:3][N:4]([CH3:30])[C@@H:5]1[CH2:9][CH2:8][N:7]([CH2:10][CH:11]([C:23]2(O)[CH2:28][CH2:27][CH2:26][CH2:25][CH2:24]2)[C:12]2[CH:17]=[CH:16][CH:15]=[C:14]([O:18][C:19]([F:22])([F:21])[F:20])[CH:13]=2)[CH2:6]1.Cl.Cl.CN[C@@H]1CCN(CC(C2(O)CCCCC2)C2C=CC=C([O:48]C(F)(F)F)C=2)C1, predict the reaction product. The product is: [ClH:1].[ClH:1].[CH3:3][N:4]([CH3:30])[C@@H:5]1[CH2:9][CH2:8][N:7]([CH2:10][CH:11]([CH:23]2[CH2:28][CH2:27][CH2:26][CH2:25][CH:24]2[OH:48])[C:12]2[CH:17]=[CH:16][CH:15]=[C:14]([O:18][C:19]([F:22])([F:21])[F:20])[CH:13]=2)[CH2:6]1. (3) Given the reactants [Cl:1][C:2]1[CH:10]=[CH:9][C:8]2[N:7]([CH2:11][CH2:12][C:13]([O:15]CC)=O)[C:6]3[CH2:18][CH2:19][N:20]([CH3:22])[CH2:21][C:5]=3[C:4]=2[CH:3]=1.[CH:23]1([NH2:28])[CH2:27][CH2:26][CH2:25][CH2:24]1, predict the reaction product. The product is: [Cl:1][C:2]1[CH:10]=[CH:9][C:8]2[N:7]([CH2:11][CH2:12][C:13]([NH:28][CH:23]3[CH2:27][CH2:26][CH2:25][CH2:24]3)=[O:15])[C:6]3[CH2:18][CH2:19][N:20]([CH3:22])[CH2:21][C:5]=3[C:4]=2[CH:3]=1. (4) The product is: [C:19]([O:18][CH:12]([C:3]1[C:2]([C:40]2[CH:49]=[CH:48][C:47]3[O:46][CH2:45][CH2:44][CH2:43][C:42]=3[CH:41]=2)=[CH:11][C:6]2[O:7][CH2:8][CH2:9][O:10][C:5]=2[CH:4]=1)[C:13]([O:15][CH2:16][CH3:17])=[O:14])([CH3:22])([CH3:21])[CH3:20]. Given the reactants Br[C:2]1[C:3]([CH:12]([O:18][C:19]([CH3:22])([CH3:21])[CH3:20])[C:13]([O:15][CH2:16][CH3:17])=[O:14])=[CH:4][C:5]2[O:10][CH2:9][CH2:8][O:7][C:6]=2[CH:11]=1.C(O)C.C(=O)([O-])[O-].[Na+].[Na+].CC1(C)C(C)(C)OB([C:40]2[CH:41]=[C:42]3[C:47](=[CH:48][CH:49]=2)[O:46][CH2:45][CH2:44][CH2:43]3)O1, predict the reaction product. (5) The product is: [OH:17][C:18]1[CH:27]=[C:26]([C:2]#[C:1][CH:3]([OH:4])[C:5]2[CH:6]=[CH:7][CH:8]=[C:9]3[C:14]=2[O:13][CH2:12][CH2:11][C:10]3([CH3:16])[CH3:15])[CH:25]=[CH:24][C:19]=1[C:20]([O:22][CH3:23])=[O:21]. Given the reactants [C:1]([CH:3]([C:5]1[CH:6]=[CH:7][CH:8]=[C:9]2[C:14]=1[O:13][CH2:12][CH2:11][C:10]2([CH3:16])[CH3:15])[OH:4])#[CH:2].[OH:17][C:18]1[CH:27]=[C:26](I)[CH:25]=[CH:24][C:19]=1[C:20]([O:22][CH3:23])=[O:21].C(N(CC)CC)C, predict the reaction product. (6) Given the reactants [ClH:1].[NH2:2][C:3]1[N:8]=[C:7](O)[C:6]([NH2:10])=[C:5](O)[N:4]=1.P(Cl)(Cl)([Cl:14])=O, predict the reaction product. The product is: [Cl:1][C:5]1[C:6]([NH2:10])=[C:7]([Cl:14])[N:8]=[C:3]([NH2:2])[N:4]=1.